From a dataset of Full USPTO retrosynthesis dataset with 1.9M reactions from patents (1976-2016). Predict the reactants needed to synthesize the given product. (1) The reactants are: [O:1]1[CH:5]=[C:4]([C:6]([OH:8])=O)[N:3]=[CH:2]1.C(N(CC)C(C)C)(C)C.F[P-](F)(F)(F)(F)F.C[N+](C)=C(N(C)C)ON1C2N=CC=CC=2N=N1.[Cl:42][C:43]1[CH:44]=[C:45]([CH:47]=[CH:48][C:49]=1[F:50])[NH2:46].C([O-])(O)=O.[Na+]. Given the product [Cl:42][C:43]1[CH:44]=[C:45]([NH:46][C:6]([C:4]2[N:3]=[CH:2][O:1][CH:5]=2)=[O:8])[CH:47]=[CH:48][C:49]=1[F:50], predict the reactants needed to synthesize it. (2) Given the product [Cl:1][C:2]1[CH:3]=[C:4]([NH:15][C:16]2[C:25]3[C:20](=[CH:21][C:22](/[CH:26]=[CH:27]/[CH2:28][CH2:55][CH2:54][N:62]4[CH2:63][CH2:68][CH2:67][CH2:66]4)=[CH:23][CH:24]=3)[N:19]=[CH:18][C:17]=2[C:42]#[N:43])[CH:5]=[CH:6][C:7]=1[S:8][C:9]1[N:10]([CH3:14])[CH:11]=[CH:12][N:13]=1.[Cl:1][C:2]1[CH:3]=[C:4]([NH:15][C:16]2[C:25]3[C:20](=[CH:21][C:22]([C:26]([CH3:41])=[CH:27][CH2:28][CH2:29][O:30][S:31]([C:34]4[CH:35]=[CH:36][C:37]([CH3:40])=[CH:38][CH:39]=4)(=[O:33])=[O:32])=[CH:23][CH:24]=3)[N:19]=[CH:18][C:17]=2[C:42]#[N:43])[CH:5]=[CH:6][C:7]=1[S:8][C:9]1[N:10]([CH3:14])[CH:11]=[CH:12][N:13]=1, predict the reactants needed to synthesize it. The reactants are: [Cl:1][C:2]1[CH:3]=[C:4]([NH:15][C:16]2[C:25]3[C:20](=[CH:21][C:22]([C:26]([CH3:41])=[CH:27][CH2:28][CH2:29][O:30][S:31]([C:34]4[CH:39]=[CH:38][C:37]([CH3:40])=[CH:36][CH:35]=4)(=[O:33])=[O:32])=[CH:23][CH:24]=3)[N:19]=[CH:18][C:17]=2[C:42]#[N:43])[CH:5]=[CH:6][C:7]=1[S:8][C:9]1[N:10]([CH3:14])[CH:11]=[CH:12][N:13]=1.N1CCCC1.BrC1C=C2C([C:54]([NH:62][C:63]3[CH:68]=[CH:67][C:66](SC4N(C)C=CN=4)=C(Cl)C=3)=[C:55](C#N)C=N2)=CC=1. (3) Given the product [Cl:1][C:2]1[CH:44]=[CH:43][CH:42]=[CH:41][C:3]=1[O:4][C:5]1[CH:6]=[C:7]([NH:26][CH2:34][CH:35]2[CH2:36][CH2:37][O:38][CH2:39][CH2:40]2)[C:8]2[N:9]([C:11]([C:14]3[CH:15]=[CH:16][C:17]([C:20]([NH:21][CH:22]4[CH2:23][CH2:24]4)=[O:25])=[CH:18][CH:19]=3)=[CH:12][N:13]=2)[N:10]=1, predict the reactants needed to synthesize it. The reactants are: [Cl:1][C:2]1[CH:44]=[CH:43][CH:42]=[CH:41][C:3]=1[O:4][C:5]1[CH:6]=[C:7]([N:26]([CH2:34][CH:35]2[CH2:40][CH2:39][O:38][CH2:37][CH2:36]2)C(=O)OC(C)(C)C)[C:8]2[N:9]([C:11]([C:14]3[CH:19]=[CH:18][C:17]([C:20](=[O:25])[NH:21][CH:22]4[CH2:24][CH2:23]4)=[CH:16][CH:15]=3)=[CH:12][N:13]=2)[N:10]=1.[I-].[K+].Cl[Si](C)(C)C.O.C(=O)(O)[O-].[Na+]. (4) Given the product [N:36]1([CH:42]2[CH2:47][CH2:46][N:45]([C:30]([N:12]3[C@H:13]([C:23]4[CH:28]=[CH:27][C:26]([Cl:29])=[CH:25][CH:24]=4)[C@H:14]([C:16]4[CH:17]=[CH:18][C:19]([Cl:22])=[CH:20][CH:21]=4)[N:15]=[C:11]3[C:8]3[CH:9]=[CH:10][C:5]([C:1]([CH3:3])([CH3:4])[CH3:2])=[CH:6][C:7]=3[O:33][CH2:34][CH3:35])=[O:31])[CH2:44][CH2:43]2)[CH2:41][CH2:40][CH2:39][CH2:38][CH2:37]1, predict the reactants needed to synthesize it. The reactants are: [C:1]([C:5]1[CH:10]=[CH:9][C:8]([C:11]2[N:12]([C:30](Cl)=[O:31])[C@H:13]([C:23]3[CH:28]=[CH:27][C:26]([Cl:29])=[CH:25][CH:24]=3)[C@H:14]([C:16]3[CH:21]=[CH:20][C:19]([Cl:22])=[CH:18][CH:17]=3)[N:15]=2)=[C:7]([O:33][CH2:34][CH3:35])[CH:6]=1)([CH3:4])([CH3:3])[CH3:2].[N:36]1([CH:42]2[CH2:47][CH2:46][NH:45][CH2:44][CH2:43]2)[CH2:41][CH2:40][CH2:39][CH2:38][CH2:37]1. (5) Given the product [Cl:21][C:11]1[C:12]2[N:13]([N:15]=[CH:16][N:17]=2)[CH:14]=[C:9]([C:3]2[CH:4]=[CH:5][C:6]([F:8])=[CH:7][C:2]=2[Cl:1])[N:10]=1, predict the reactants needed to synthesize it. The reactants are: [Cl:1][C:2]1[CH:7]=[C:6]([F:8])[CH:5]=[CH:4][C:3]=1[C:9]1[NH:10][C:11](=O)[C:12]2[N:13]([N:15]=[CH:16][N:17]=2)[CH:14]=1.P(Cl)(Cl)([Cl:21])=O. (6) The reactants are: [C:1]([C:5]1[CH:13]=[CH:12][C:8]([C:9](Cl)=[O:10])=[CH:7][CH:6]=1)([CH3:4])([CH3:3])[CH3:2].[I:14][C:15]1[CH:16]=[CH:17][C:18]2[N:19]([CH:21]=[C:22]([NH2:24])[N:23]=2)[CH:20]=1.C(N(CC)CC)C. Given the product [C:1]([C:5]1[CH:13]=[CH:12][C:8]([C:9]([NH:24][C:22]2[N:23]=[C:18]3[CH:17]=[CH:16][C:15]([I:14])=[CH:20][N:19]3[CH:21]=2)=[O:10])=[CH:7][CH:6]=1)([CH3:4])([CH3:3])[CH3:2], predict the reactants needed to synthesize it.